This data is from Reaction yield outcomes from USPTO patents with 853,638 reactions. The task is: Predict the reaction yield, written as a fraction of the theoretical maximum amount of product (1.0 means a 100% yield; for example, 0.34 means a 34% yield). (1) The reactants are Cl[CH2:2][C:3]1[O:7][N:6]=[CH:5][N:4]=1.[Cl:8][C:9]1[N:10]=[CH:11][CH:12]=[C:13]2[C:18]=1[N:17]=[CH:16][C:15]([OH:19])=[CH:14]2.C(=O)([O-])[O-].[K+].[K+]. The catalyst is CN(C=O)C.[I-].C([N+](CCCC)(CCCC)CCCC)CCC.CCOC(C)=O.O. The product is [Cl:8][C:9]1[N:10]=[CH:11][CH:12]=[C:13]2[C:18]=1[N:17]=[CH:16][C:15]([O:19][CH2:2][C:3]1[O:7][N:6]=[CH:5][N:4]=1)=[CH:14]2. The yield is 0.140. (2) The reactants are [C:1]1([CH:7]2[CH2:12][CH2:11][NH:10][CH2:9][CH2:8]2)[CH:6]=[CH:5][CH:4]=[CH:3][CH:2]=1.[CH3:13][O:14][C:15]1[CH:20]=[CH:19][C:18]([N:21]2[CH2:26][CH2:25][N:24]([C:27]3[C:28]([CH3:41])=[C:29]([CH3:40])[C:30]4[O:34][C:33]([CH3:36])([CH3:35])[CH:32](O)[C:31]=4[C:38]=3[CH3:39])[CH2:23][CH2:22]2)=[CH:17][CH:16]=1. No catalyst specified. The product is [CH3:13][O:14][C:15]1[CH:16]=[CH:17][C:18]([N:21]2[CH2:26][CH2:25][N:24]([C:27]3[C:28]([CH3:41])=[C:29]([CH3:40])[C:30]4[O:34][C:33]([CH3:35])([CH3:36])[CH:32]([N:10]5[CH2:9][CH2:8][CH:7]([C:1]6[CH:6]=[CH:5][CH:4]=[CH:3][CH:2]=6)[CH2:12][CH2:11]5)[C:31]=4[C:38]=3[CH3:39])[CH2:23][CH2:22]2)=[CH:19][CH:20]=1. The yield is 0.450. (3) The reactants are C([N:9]=[C:10]=[S:11])(=O)C1C=CC=CC=1.[Cl:12][C:13]1[CH:14]=[C:15]([NH:19][C:20]2[CH:24]=[CH:23][NH:22][C:21]=2[C:25]([O:27]CC)=O)[CH:16]=[CH:17][CH:18]=1. The catalyst is C(Cl)Cl. The product is [Cl:12][C:13]1[CH:14]=[C:15]([N:19]2[C:20]3[CH:24]=[CH:23][NH:22][C:21]=3[C:25](=[O:27])[NH:9][C:10]2=[S:11])[CH:16]=[CH:17][CH:18]=1. The yield is 0.150. (4) The reactants are Cl[C:2]1[N:11]=[C:10]([C:12]2[CH:17]=[CH:16][CH:15]=[CH:14][N:13]=2)[C:9]2[C:4](=[CH:5][CH:6]=[CH:7][CH:8]=2)[N:3]=1.[NH2:18][C:19]1[CH:27]=[CH:26][C:22]([C:23]([OH:25])=O)=[CH:21][CH:20]=1.[CH3:28][N:29]([CH2:31][C:32]1[CH:33]=[CH:34][C:35]([CH3:39])=[C:36]([CH:38]=1)[NH2:37])[CH3:30].CN(C(ON1N=NC2C=CC=NC1=2)=[N+](C)C)C.F[P-](F)(F)(F)(F)F.CCN(C(C)C)C(C)C. The catalyst is C(O)CCC.C(OCC)(=O)C. The product is [CH3:30][N:29]([CH2:31][C:32]1[CH:33]=[CH:34][C:35]([CH3:39])=[C:36]([NH:37][C:23](=[O:25])[C:22]2[CH:21]=[CH:20][C:19]([NH:18][C:2]3[N:11]=[C:10]([C:12]4[CH:17]=[CH:16][CH:15]=[CH:14][N:13]=4)[C:9]4[C:4](=[CH:5][CH:6]=[CH:7][CH:8]=4)[N:3]=3)=[CH:27][CH:26]=2)[CH:38]=1)[CH3:28]. The yield is 0.160. (5) The reactants are [C:1]1([C:7]2[N:12]=[C:11]([OH:13])[CH:10]=[CH:9][N:8]=2)[CH:6]=[CH:5][CH:4]=[CH:3][CH:2]=1.C1C(=O)N([Br:21])C(=O)C1. The catalyst is C(O)(=O)C. The product is [Br:21][C:10]1[C:11]([OH:13])=[N:12][C:7]([C:1]2[CH:2]=[CH:3][CH:4]=[CH:5][CH:6]=2)=[N:8][CH:9]=1. The yield is 0.758. (6) The reactants are [NH2:1][C:2]1[C:7]([CH:8]=O)=[CH:6][N:5]=[C:4]([Cl:10])[CH:3]=1.[Br:11][CH2:12][CH:13](OC)OC.FC(F)(F)S([O-])(=O)=O.[Yb+3].FC(F)(F)S([O-])(=O)=O.FC(F)(F)S([O-])(=O)=O. The catalyst is CC#N.CCOC(C)=O. The product is [Br:11][C:12]1[CH:13]=[N:1][C:2]2[C:7]([CH:8]=1)=[CH:6][N:5]=[C:4]([Cl:10])[CH:3]=2. The yield is 0.530. (7) The reactants are [NH:1]1[C:5]2[CH:6]=[CH:7][C:8]([C:10]([OH:12])=O)=[CH:9][C:4]=2[N:3]=[CH:2]1.[CH2:13]([C@:15]12[C:24]3[CH:25]=[CH:26][CH:27]=[CH:28][C:23]=3[CH2:22][CH2:21][C@@H:20]1[NH:19][CH2:18][CH2:17][CH2:16]2)[CH3:14]. The catalyst is C(Cl)Cl.CO. The product is [NH:1]1[C:5]2[CH:6]=[CH:7][C:8]([C:10]([N:19]3[C@@H:20]4[C@:15]([CH2:13][CH3:14])([C:24]5[CH:25]=[CH:26][CH:27]=[CH:28][C:23]=5[CH2:22][CH2:21]4)[CH2:16][CH2:17][CH2:18]3)=[O:12])=[CH:9][C:4]=2[N:3]=[CH:2]1. The yield is 0.440. (8) The yield is 0.510. The catalyst is CC#N.C1(C)C=CC=CC=1.O.COC(C)(C)C. The product is [I:6][C:7]1[CH:8]=[C:9]([CH:10]([NH:17][CH:15]=[O:16])[S:24]([C:19]2[CH:18]=[CH:23][C:22]([CH3:1])=[CH:21][CH:20]=2)(=[O:25])=[O:26])[CH:12]=[CH:13][CH:14]=1. The reactants are [CH3:1][Si](Cl)(C)C.[I:6][C:7]1[CH:8]=[C:9]([CH:12]=[CH:13][CH:14]=1)[CH:10]=O.[CH:15]([NH2:17])=[O:16].[C:18]1(C)[C:19]([S:24]([OH:26])=[O:25])=[CH:20][CH:21]=[CH:22][CH:23]=1.